This data is from Rat liver microsome stability data. The task is: Regression/Classification. Given a drug SMILES string, predict its absorption, distribution, metabolism, or excretion properties. Task type varies by dataset: regression for continuous measurements (e.g., permeability, clearance, half-life) or binary classification for categorical outcomes (e.g., BBB penetration, CYP inhibition). Dataset: rlm. (1) The compound is CCOc1cc2ncc(C#N)c(Nc3ccc(OCc4cccc(F)c4)c(Cl)c3)c2cc1NC(=O)CC1CCSS1. The result is 0 (unstable in rat liver microsomes). (2) The molecule is CC(C)(C)C(=O)Oc1coc(CSc2nc3cc(C(=O)O)ccc3o2)cc1=O. The result is 1 (stable in rat liver microsomes). (3) The molecule is CCCOC(c1cc2nccc(C(=O)O)c2[nH]1)c1ccccc1Cl. The result is 1 (stable in rat liver microsomes).